This data is from Full USPTO retrosynthesis dataset with 1.9M reactions from patents (1976-2016). The task is: Predict the reactants needed to synthesize the given product. (1) Given the product [F:36][CH:32]([F:37])[O:1][C:2]1[N:7]=[CH:6][C:5]([CH2:8][C:9]2[CH:10]=[C:11]3[C:16](=[C:17]4[CH:22]=[CH:21][CH:20]=[CH:19][C:18]=24)[N:15]=[CH:14][N:13]([C@H:23]2[CH2:28][CH2:27][O:26][CH2:25][C@@H:24]2[OH:29])[C:12]3=[O:30])=[CH:4][CH:3]=1, predict the reactants needed to synthesize it. The reactants are: [OH:1][C:2]1[N:7]=[CH:6][C:5]([CH2:8][C:9]2[CH:10]=[C:11]3[C:16](=[C:17]4[CH:22]=[CH:21][CH:20]=[CH:19][C:18]=24)[N:15]=[CH:14][N:13]([C@H:23]2[CH2:28][CH2:27][O:26][CH2:25][C@@H:24]2[OH:29])[C:12]3=[O:30])=[CH:4][CH:3]=1.Cl[C:32]([F:37])([F:36])C([O-])=O.[Na+].CN(C=O)C. (2) The reactants are: [C:1]([N:8]1[CH2:15][CH2:14][CH2:13][C@H:9]1[C:10]([OH:12])=O)([O:3][C:4]([CH3:7])([CH3:6])[CH3:5])=[O:2].[CH:16]([C:19]1[CH:23]=[C:22]([NH2:24])[O:21][N:20]=1)([CH3:18])[CH3:17].CN(C(ON1N=NC2C=CC=CC1=2)=[N+](C)C)C.F[P-](F)(F)(F)(F)F.C(N=P1(N(CC)CC)N(C)CCCN1C)(C)(C)C.Cl. Given the product [C:4]([O:3][C:1]([N:8]1[CH2:15][CH2:14][CH2:13][C@H:9]1[C:10](=[O:12])[NH:24][C:22]1[O:21][N:20]=[C:19]([CH:16]([CH3:18])[CH3:17])[CH:23]=1)=[O:2])([CH3:5])([CH3:6])[CH3:7], predict the reactants needed to synthesize it. (3) Given the product [C:1]([NH:4][C@H:5]([C:6]([OH:8])=[O:7])[CH2:16][C:17]1[CH:22]=[CH:21][C:20]([NH2:23])=[C:19]([CH2:24][CH3:25])[CH:18]=1)(=[O:3])[CH3:2], predict the reactants needed to synthesize it. The reactants are: [C:1]([NH:4]/[C:5](=[CH:16]/[C:17]1[CH:22]=[CH:21][C:20]([NH2:23])=[C:19]([CH2:24][CH3:25])[CH:18]=1)/[C:6]([O:8]CC1C=CC=CC=1)=[O:7])(=[O:3])[CH3:2]. (4) Given the product [F:1][C:2]1[CH:10]=[C:9]2[C:5]([CH2:6][CH2:7][N:8]2[C:23]([O:22][C:19]([CH3:21])([CH3:20])[CH3:18])=[O:24])=[CH:4][CH:3]=1, predict the reactants needed to synthesize it. The reactants are: [F:1][C:2]1[CH:10]=[C:9]2[C:5]([CH2:6][CH2:7][NH:8]2)=[CH:4][CH:3]=1.CCN(CC)CC.[CH3:18][C:19]([O:22][C:23](O[C:23]([O:22][C:19]([CH3:21])([CH3:20])[CH3:18])=[O:24])=[O:24])([CH3:21])[CH3:20].N1C=CN=C1. (5) Given the product [CH2:50]([C@@H:49]([C:48](=[O:60])[O:47][CH3:46])[NH:57][C:58](=[O:59])[NH:1][C@@H:2]([CH2:22][C:23]1[CH:24]=[CH:25][C:26]([CH:29]2[S:33](=[O:35])(=[O:34])[NH:32][C:31](=[O:36])[CH2:30]2)=[CH:27][CH:28]=1)[C:3](=[O:4])[NH:5][CH2:6][CH2:7][CH2:8][CH2:9][O:10][C:11]1[CH:20]=[CH:19][CH:18]=[C:17]([OH:21])[C:12]=1[C:13]([O:15][CH3:16])=[O:14])[C:51]1[CH:56]=[CH:55][CH:54]=[CH:53][CH:52]=1, predict the reactants needed to synthesize it. The reactants are: [NH2:1][C@@H:2]([CH2:22][C:23]1[CH:28]=[CH:27][C:26]([CH:29]2[S:33](=[O:35])(=[O:34])[NH:32][C:31](=[O:36])[CH2:30]2)=[CH:25][CH:24]=1)[C:3]([NH:5][CH2:6][CH2:7][CH2:8][CH2:9][O:10][C:11]1[CH:20]=[CH:19][CH:18]=[C:17]([OH:21])[C:12]=1[C:13]([O:15][CH3:16])=[O:14])=[O:4].C(N(CC)C(C)C)(C)C.[CH3:46][O:47][C:48](=[O:60])[C@@H:49]([N:57]=[C:58]=[O:59])[CH2:50][C:51]1[CH:56]=[CH:55][CH:54]=[CH:53][CH:52]=1.